Dataset: Choline transporter screen with 302,306 compounds. Task: Binary Classification. Given a drug SMILES string, predict its activity (active/inactive) in a high-throughput screening assay against a specified biological target. The compound is Clc1c(NC(=O)COC(=O)/C=C\c2c(nn(c2)c2ccccc2)c2cccnc2)ccc(Cl)c1. The result is 0 (inactive).